This data is from Full USPTO retrosynthesis dataset with 1.9M reactions from patents (1976-2016). The task is: Predict the reactants needed to synthesize the given product. Given the product [C:34]([O:37][C:38](=[O:39])[N:15]([CH2:14][C:13]1[CH:16]=[CH:17][C:18]([Cl:19])=[C:11]([C:10]([CH3:21])([CH3:20])[O:9][SiH2:8][C:4]([CH3:7])([CH3:5])[CH3:6])[CH:12]=1)[CH2:1][CH3:2])([CH3:36])([CH3:35])[CH3:33], predict the reactants needed to synthesize it. The reactants are: [CH:1](=O)[CH3:2].[C:4]([SiH2:8][O:9][C:10]([CH3:21])([CH3:20])[C:11]1[CH:12]=[C:13]([CH:16]=[CH:17][C:18]=1[Cl:19])[CH2:14][NH2:15])([CH3:7])([CH3:6])[CH3:5].[BH4-].[Na+].CCN(C(C)C)C(C)C.[CH3:33][C:34]([O:37][C:38](O[C:38]([O:37][C:34]([CH3:36])([CH3:35])[CH3:33])=[O:39])=[O:39])([CH3:36])[CH3:35].